This data is from TCR-epitope binding with 47,182 pairs between 192 epitopes and 23,139 TCRs. The task is: Binary Classification. Given a T-cell receptor sequence (or CDR3 region) and an epitope sequence, predict whether binding occurs between them. (1) The epitope is IQYIDIGNY. The TCR CDR3 sequence is CASSAGRRLSYEQYF. Result: 0 (the TCR does not bind to the epitope). (2) The epitope is PROT_97E67BCC. The TCR CDR3 sequence is CASSRETGVNTEAFF. Result: 0 (the TCR does not bind to the epitope). (3) The epitope is LLSAGIFGA. The TCR CDR3 sequence is CSASHPGQGILYSNEQYF. Result: 0 (the TCR does not bind to the epitope). (4) The epitope is IPSINVHHY. The TCR CDR3 sequence is CASGIGQGIALRELFF. Result: 0 (the TCR does not bind to the epitope). (5) The epitope is FIAGLIAIV. The TCR CDR3 sequence is CASTPWGDWTEAFF. Result: 1 (the TCR binds to the epitope).